This data is from Forward reaction prediction with 1.9M reactions from USPTO patents (1976-2016). The task is: Predict the product of the given reaction. (1) Given the reactants [Cl:1][C:2]1[C:3]([F:11])=[C:4]([CH:8]=[CH:9][CH:10]=1)[C:5]([OH:7])=O.[F:12][C:13]1([F:31])[CH2:18][CH2:17][C:16]([CH2:29][NH2:30])([C:19]2[CH:20]=[N:21][C:22]([C:25]([F:28])([F:27])[F:26])=[CH:23][CH:24]=2)[CH2:15][CH2:14]1, predict the reaction product. The product is: [Cl:1][C:2]1[C:3]([F:11])=[C:4]([CH:8]=[CH:9][CH:10]=1)[C:5]([NH:30][CH2:29][C:16]1([C:19]2[CH:20]=[N:21][C:22]([C:25]([F:28])([F:26])[F:27])=[CH:23][CH:24]=2)[CH2:17][CH2:18][C:13]([F:12])([F:31])[CH2:14][CH2:15]1)=[O:7]. (2) Given the reactants [C:1]([NH:5][S:6]([C:9]1[CH:14]=[CH:13][CH:12]=[C:11]([C:15]2[N:23]3[C:18]([CH:19]=[N:20][C:21](O)=[N:22]3)=[CH:17][CH:16]=2)[CH:10]=1)(=[O:8])=[O:7])([CH3:4])([CH3:3])[CH3:2].C1C=CC(N(S(C(F)(F)F)(=O)=O)S(C(F)(F)F)(=O)=O)=CC=1.C(N(CC)C(C)C)(C)C.COCC(O)C.[NH2:61][C:62]1[CH:67]=[CH:66][C:65]([N:68]2[CH2:73][CH2:72][N:71]([CH2:74][C:75]([NH2:77])=[O:76])[CH2:70][CH2:69]2)=[C:64]([F:78])[CH:63]=1, predict the reaction product. The product is: [C:1]([NH:5][S:6]([C:9]1[CH:10]=[C:11]([C:15]2[N:23]3[C:18]([CH:19]=[N:20][C:21]([NH:61][C:62]4[CH:67]=[CH:66][C:65]([N:68]5[CH2:73][CH2:72][N:71]([CH2:74][C:75]([NH2:77])=[O:76])[CH2:70][CH2:69]5)=[C:64]([F:78])[CH:63]=4)=[N:22]3)=[CH:17][CH:16]=2)[CH:12]=[CH:13][CH:14]=1)(=[O:8])=[O:7])([CH3:4])([CH3:2])[CH3:3]. (3) Given the reactants [Cl:1][C:2]1[CH:7]=[CH:6][C:5]([C:8]2[C:13]([O:14][CH2:15][CH:16]3[CH2:18][CH2:17]3)=[CH:12][N:11]=[C:10]([C:19]([OH:21])=O)[N:9]=2)=[CH:4][CH:3]=1.[CH:22]1([C:25]2[N:29]=[C:28]([CH2:30][NH2:31])[O:27][N:26]=2)[CH2:24][CH2:23]1, predict the reaction product. The product is: [CH:22]1([C:25]2[N:29]=[C:28]([CH2:30][NH:31][C:19]([C:10]3[N:9]=[C:8]([C:5]4[CH:4]=[CH:3][C:2]([Cl:1])=[CH:7][CH:6]=4)[C:13]([O:14][CH2:15][CH:16]4[CH2:17][CH2:18]4)=[CH:12][N:11]=3)=[O:21])[O:27][N:26]=2)[CH2:24][CH2:23]1. (4) Given the reactants BrC1C(N2C=CC(C(F)(F)F)=N2)=NC(Cl)=NC=1.Br[C:19]1[C:20]([N:26]2[C:30]([CH3:31])=[CH:29][C:28]([C:32]([F:35])([F:34])[F:33])=[N:27]2)=[N:21][C:22]([Cl:25])=[N:23][CH:24]=1.[C:36](/[CH:39]=[CH:40]/[C:41]1[CH:42]=[C:43](B(O)O)[CH:44]=[CH:45][CH:46]=1)([OH:38])=[O:37].C(=O)([O-])[O-].[Na+].[Na+], predict the reaction product. The product is: [Cl:25][C:22]1[N:21]=[C:20]([N:26]2[C:30]([CH3:31])=[CH:29][C:28]([C:32]([F:35])([F:34])[F:33])=[N:27]2)[C:19]([C:43]2[CH:42]=[C:41](/[CH:40]=[CH:39]/[C:36]([OH:38])=[O:37])[CH:46]=[CH:45][CH:44]=2)=[CH:24][N:23]=1. (5) The product is: [CH3:6]/[CH:7]=[CH:8]/[C:9]1[CH2:29][S:28][C@@H:12]2[C@H:13]([NH:16][C:17]([C@H:19]([NH2:27])[C:20]3[CH:25]=[CH:24][C:23]([OH:26])=[CH:22][CH:21]=3)=[O:18])[C:14](=[O:15])[N:11]2[C:10]=1[C:30]([OH:32])=[O:31].[CH3:1][N:2]([CH3:5])[CH:3]=[O:4]. Given the reactants [CH3:1][N:2]([CH3:5])[CH:3]=[O:4].[CH3:6]/[CH:7]=[CH:8]/[C:9]1[CH2:29][S:28][C@@H:12]2[C@H:13]([NH:16][C:17]([C@H:19]([NH2:27])[C:20]3[CH:21]=[CH:22][C:23]([OH:26])=[CH:24][CH:25]=3)=[O:18])[C:14](=[O:15])[N:11]2[C:10]=1[C:30]([OH:32])=[O:31], predict the reaction product. (6) Given the reactants C(OC(=O)[NH:7][C@@H:8]([C:10](=[O:33])[NH:11][CH2:12][C:13]1[N:22]=[C:21]([N:23]([C:25]2[CH:30]=[CH:29][C:28]([O:31][CH3:32])=[CH:27][CH:26]=2)[CH3:24])[C:20]2[C:15](=[CH:16][CH:17]=[CH:18][CH:19]=2)[N:14]=1)[CH3:9])(C)(C)C.NCC1N=C(N(C2C=CC(OC)=CC=2)C)C2C(=CC=CC=2)N=1.N(C(OC(C)(C)C)=O)[C@@H](C(O)=O)C.CCN=C=NCCCN(C)C.C(N(C(C)C)C(C)C)C, predict the reaction product. The product is: [NH2:7][C@H:8]([CH3:9])[C:10]([NH:11][CH2:12][C:13]1[N:22]=[C:21]([N:23]([C:25]2[CH:30]=[CH:29][C:28]([O:31][CH3:32])=[CH:27][CH:26]=2)[CH3:24])[C:20]2[C:15](=[CH:16][CH:17]=[CH:18][CH:19]=2)[N:14]=1)=[O:33].